Dataset: Full USPTO retrosynthesis dataset with 1.9M reactions from patents (1976-2016). Task: Predict the reactants needed to synthesize the given product. (1) Given the product [CH3:10][C:8]1[S:9][C:5]2[CH:4]=[CH:3][C:2]([B:15]3[O:16][C:17]([CH3:19])([CH3:18])[C:13]([CH3:29])([CH3:12])[O:14]3)=[CH:11][C:6]=2[N:7]=1, predict the reactants needed to synthesize it. The reactants are: Br[C:2]1[CH:3]=[CH:4][C:5]2[S:9][C:8]([CH3:10])=[N:7][C:6]=2[CH:11]=1.[CH3:12][C:13]1([CH3:29])[C:17]([CH3:19])([CH3:18])[O:16][B:15]([B:15]2[O:16][C:17]([CH3:19])([CH3:18])[C:13]([CH3:29])([CH3:12])[O:14]2)[O:14]1.C([O-])(=O)C.[K+]. (2) Given the product [CH3:24][O:23][C:3]1[CH:4]=[C:5]2[C:10](=[CH:11][C:2]=1[O:1][CH2:36][CH2:35][O:34][CH2:33][CH2:32][N:29]1[CH2:28][CH2:27][N:26]([CH3:25])[CH2:31][CH2:30]1)[N:9]=[CH:8][N:7]=[C:6]2[O:12][C:13]1[CH:14]=[C:15]2[C:19](=[CH:20][CH:21]=1)[NH:18][C:17]([CH3:22])=[CH:16]2, predict the reactants needed to synthesize it. The reactants are: [OH:1][C:2]1[CH:11]=[C:10]2[C:5]([C:6]([O:12][C:13]3[CH:14]=[C:15]4[C:19](=[CH:20][CH:21]=3)[NH:18][C:17]([CH3:22])=[CH:16]4)=[N:7][CH:8]=[N:9]2)=[CH:4][C:3]=1[O:23][CH3:24].[CH3:25][N:26]1[CH2:31][CH2:30][N:29]([CH2:32][CH2:33][O:34][CH2:35][CH2:36]O)[CH2:28][CH2:27]1. (3) Given the product [I:21][C:18]1[CH:19]=[C:20]2[C:15](=[CH:16][CH:17]=1)[N:14]=[CH:13][N:12]=[C:11]2[O:9][C:3]1[CH:8]=[CH:7][CH:6]=[CH:5][CH:4]=1, predict the reactants needed to synthesize it. The reactants are: [H-].[Na+].[C:3]1([OH:9])[CH:8]=[CH:7][CH:6]=[CH:5][CH:4]=1.Cl[C:11]1[C:20]2[C:15](=[CH:16][CH:17]=[C:18]([I:21])[CH:19]=2)[NH:14][C:13](=O)[N:12]=1. (4) Given the product [CH2:1]([NH:3][CH2:10][C:6]1[CH:5]=[N:4][CH:9]=[CH:8][CH:7]=1)[CH3:2], predict the reactants needed to synthesize it. The reactants are: [CH2:1]([NH2:3])[CH3:2].[N:4]1[CH:9]=[CH:8][CH:7]=[C:6]([CH:10]=O)[CH:5]=1. (5) Given the product [I:27][C:2]1[CH:3]=[C:4]2[C:9](=[CH:10][CH:11]=1)[N:8]=[C:7]([C:12]([O:14][CH2:15][CH3:16])=[O:13])[CH:6]=[N:5]2, predict the reactants needed to synthesize it. The reactants are: N[C:2]1[CH:3]=[C:4]2[C:9](=[CH:10][CH:11]=1)[N:8]=[C:7]([C:12]([O:14][CH2:15][CH3:16])=[O:13])[CH:6]=[N:5]2.F[B-](F)(F)F.[H+].N([O-])=O.[Na+].[I-:27].[K+].C(=O)([O-])[O-].[Na+].[Na+]. (6) Given the product [Cl:1][C:2]1[CH:7]=[CH:6][C:5]([C:8]2[O:12][C:11]([CH3:13])=[C:10]([CH:14]([OH:15])[CH2:4][CH:5]([CH3:8])[CH3:6])[CH:9]=2)=[CH:4][CH:3]=1, predict the reactants needed to synthesize it. The reactants are: [Cl:1][C:2]1[CH:7]=[CH:6][C:5]([C:8]2[O:12][C:11]([CH3:13])=[C:10]([CH:14]=[O:15])[CH:9]=2)=[CH:4][CH:3]=1. (7) The reactants are: N1CCCCC1.[C:7]([O:15][CH2:16][CH3:17])(=[O:14])[CH2:8][C:9]([O:11]CC)=[O:10].[S:18]1C=C[CH:20]=[C:19]1C=O. Given the product [C:9]1(=[O:10])[O:11][C:16]2([CH2:17][CH:20]=[CH:19][S:18]2)[O:15][C:7](=[O:14])[CH2:8]1, predict the reactants needed to synthesize it. (8) Given the product [CH2:1]([NH:5][CH:6]([CH3:12])[CH2:7][C:8]([O:10][CH3:11])=[O:9])[CH2:2][CH2:3][CH3:4], predict the reactants needed to synthesize it. The reactants are: [CH2:1]([NH:5]/[C:6](/[CH3:12])=[CH:7]\[C:8]([O:10][CH3:11])=[O:9])[CH2:2][CH2:3][CH3:4].Cl.CO.N/C(/C)=C\C(OC)=O.FC(F)(F)CO. (9) Given the product [CH:31]1([CH:4]([CH:1]2[CH2:2][CH2:3]2)[C:6]2[S:10][C:9]([S:11][C:12]3[CH:13]=[C:14]4[C:19](=[CH:20][CH:21]=3)[N:18]3[C:22]([C:25]5[CH:30]=[CH:29][CH:28]=[CH:27][CH:26]=5)=[N:23][N:24]=[C:17]3[CH:16]=[CH:15]4)=[N:8][CH:7]=2)[CH2:33][CH2:32]1, predict the reactants needed to synthesize it. The reactants are: [CH:1]1([C:4]([CH:31]2[CH2:33][CH2:32]2)([C:6]2[S:10][C:9]([S:11][C:12]3[CH:13]=[C:14]4[C:19](=[CH:20][CH:21]=3)[N:18]3[C:22]([C:25]5[CH:30]=[CH:29][CH:28]=[CH:27][CH:26]=5)=[N:23][N:24]=[C:17]3[CH:16]=[CH:15]4)=[N:8][CH:7]=2)O)[CH2:3][CH2:2]1.C([SiH](CC)CC)C.C(O)(C(F)(F)F)=O. (10) The reactants are: C[O:2][C:3]([CH:5]1[CH2:9][CH2:8][CH2:7][N:6]1[CH2:10][C@@H:11]1[C@@H:16]([OH:17])[C@H:15]([OH:18])[C@@H:14]([OH:19])[C@H:13]([C:20]2[CH:25]=[CH:24][C:23]([Cl:26])=[C:22]([CH2:27][C:28]3[CH:33]=[CH:32][C:31]([O:34][CH2:35][CH3:36])=[CH:30][CH:29]=3)[CH:21]=2)[O:12]1)=O.[BH4-].[Na+]. Given the product [Cl:26][C:23]1[CH:24]=[CH:25][C:20]([C@H:13]2[C@H:14]([OH:19])[C@@H:15]([OH:18])[C@H:16]([OH:17])[C@@H:11]([CH2:10][N:6]3[CH2:7][CH2:8][CH2:9][C@H:5]3[CH2:3][OH:2])[O:12]2)=[CH:21][C:22]=1[CH2:27][C:28]1[CH:29]=[CH:30][C:31]([O:34][CH2:35][CH3:36])=[CH:32][CH:33]=1, predict the reactants needed to synthesize it.